Dataset: Forward reaction prediction with 1.9M reactions from USPTO patents (1976-2016). Task: Predict the product of the given reaction. (1) Given the reactants [O:1]=[C:2]([N:19]1[CH2:23][CH2:22][CH2:21][CH2:20]1)[CH2:3][CH:4]([CH2:8][S:9]([CH2:12][C:13]1[CH:18]=[CH:17][CH:16]=[CH:15][CH:14]=1)(=[O:11])=[O:10])[C:5]([OH:7])=O.O[C:25](C(F)(F)F)=O.[NH2:31][CH:32]([CH3:43])[CH:33]([C:35]1[O:36][C:37]([CH2:40][O:41][CH3:42])=[N:38][N:39]=1)[OH:34].C1C=CC2N(O)N=NC=2C=1.C(Cl)CCl.CN1CCOCC1, predict the reaction product. The product is: [OH:34][CH:33]([C:35]1[O:36][C:37]([CH2:40][O:41][CH3:42])=[N:38][N:39]=1)[CH:32]([NH:31][C:5](=[O:7])[CH:4]([CH2:8][S:9]([CH2:12][C:13]1[CH:18]=[CH:17][CH:16]=[CH:15][CH:14]=1)(=[O:11])=[O:10])[CH2:3][C:2](=[O:1])[N:19]1[CH2:23][CH2:22][CH2:21][CH2:20]1)[CH2:43][CH3:25]. (2) Given the reactants [OH:1][C@H:2]([CH3:35])[CH2:3][NH:4][C:5]([C:7]1[NH:8][C:9]([C:12]2[CH:17]=[C:16]([O:18][Si:19]([CH:26]([CH3:28])[CH3:27])([CH:23]([CH3:25])[CH3:24])[CH:20]([CH3:22])[CH3:21])[CH:15]=[C:14]([O:29][C@@H:30]([CH3:34])[CH2:31][O:32][CH3:33])[CH:13]=2)=[CH:10][CH:11]=1)=O.CS(O)(=O)=O.C(N(CC)CC)C.[Cl-].[NH4+], predict the reaction product. The product is: [CH3:33][O:32][CH2:31][C@H:30]([CH3:34])[O:29][C:14]1[CH:13]=[C:12]([C:9]2[NH:8][C:7]([C:5]3[O:1][C@@H:2]([CH3:35])[CH2:3][N:4]=3)=[CH:11][CH:10]=2)[CH:17]=[C:16]([O:18][Si:19]([CH:23]([CH3:24])[CH3:25])([CH:20]([CH3:21])[CH3:22])[CH:26]([CH3:28])[CH3:27])[CH:15]=1. (3) Given the reactants C(OC([N:8]1[CH2:11][CH:10]([NH:12][C:13]2[CH:14]=[CH:15][C:16]3[O:25][CH2:24][CH2:23][C:22]4[CH:21]=[C:20]([C:26]5[N:27]([C:31]6[CH:36]=[CH:35][C:34]([F:37])=[CH:33][C:32]=6[F:38])[N:28]=[CH:29][N:30]=5)[S:19][C:18]=4[C:17]=3[N:39]=2)[CH2:9]1)=O)(C)(C)C.Cl, predict the reaction product. The product is: [NH:8]1[CH2:11][CH:10]([NH:12][C:13]2[CH:14]=[CH:15][C:16]3[O:25][CH2:24][CH2:23][C:22]4[CH:21]=[C:20]([C:26]5[N:27]([C:31]6[CH:36]=[CH:35][C:34]([F:37])=[CH:33][C:32]=6[F:38])[N:28]=[CH:29][N:30]=5)[S:19][C:18]=4[C:17]=3[N:39]=2)[CH2:9]1. (4) Given the reactants O1[C:5]2([CH2:10][CH2:9][CH:8]([O:11][C:12]3[CH:13]=[N:14][C:15]([C:18]4[CH:19]=[C:20]([CH:35]=[CH:36][CH:37]=4)[CH2:21][C:22]4[C:27](=[O:28])[CH:26]=[CH:25][N:24]([C:29]5[CH:30]=[N:31][N:32]([CH3:34])[CH:33]=5)[N:23]=4)=[N:16][CH:17]=3)[CH2:7][CH2:6]2)[O:4]CC1.ClC1C=C(C2N=CC(OC3CCC(=O)CC3)=CN=2)C=CC=1, predict the reaction product. The product is: [CH3:34][N:32]1[CH:33]=[C:29]([N:24]2[CH:25]=[CH:26][C:27](=[O:28])[C:22]([CH2:21][C:20]3[CH:35]=[CH:36][CH:37]=[C:18]([C:15]4[N:16]=[CH:17][C:12]([O:11][CH:8]5[CH2:9][CH2:10][C:5](=[O:4])[CH2:6][CH2:7]5)=[CH:13][N:14]=4)[CH:19]=3)=[N:23]2)[CH:30]=[N:31]1. (5) The product is: [CH3:35][N:36]([CH2:24][C:21]1[CH:20]=[CH:19][C:18]([N:11]2[C:10](=[S:30])[N:9]([C:6]3[CH:7]=[CH:8][C:3]([C:1]#[N:2])=[C:4]([C:31]([F:32])([F:34])[F:33])[CH:5]=3)[C:16](=[O:17])[C:12]32[CH2:15][CH2:14][CH2:13]3)=[CH:23][CH:22]=1)[CH3:37]. Given the reactants [C:1]([C:3]1[CH:8]=[CH:7][C:6]([N:9]2[C:16](=[O:17])[C:12]3([CH2:15][CH2:14][CH2:13]3)[N:11]([C:18]3[CH:23]=[CH:22][C:21]([CH2:24]OS(C)(=O)=O)=[CH:20][CH:19]=3)[C:10]2=[S:30])=[CH:5][C:4]=1[C:31]([F:34])([F:33])[F:32])#[N:2].[CH3:35][NH:36][CH3:37], predict the reaction product. (6) Given the reactants [CH2:1]([CH:3]1[NH:12][C:11]2[C:6](=[CH:7][CH:8]=[C:9]([C:13]([F:16])([F:15])[F:14])[CH:10]=2)[N:5]2[CH:17]=[CH:18][CH:19]=[C:4]12)[CH3:2].[CH3:20][O:21][C:22]1[CH:27]=[CH:26][C:25]([S:28](Cl)(=[O:30])=[O:29])=[CH:24][C:23]=1[Cl:32], predict the reaction product. The product is: [Cl:32][C:23]1[CH:24]=[C:25]([S:28]([N:12]2[C:11]3[C:6](=[CH:7][CH:8]=[C:9]([C:13]([F:16])([F:15])[F:14])[CH:10]=3)[N:5]3[CH:17]=[CH:18][CH:19]=[C:4]3[CH:3]2[CH2:1][CH3:2])(=[O:30])=[O:29])[CH:26]=[CH:27][C:22]=1[O:21][CH3:20]. (7) Given the reactants [C:1]([O:5][C:6]([N:8]1[C:16]2[CH:15]=[C:14](Cl)[N:13]=[CH:12][C:11]=2[CH:10]=[C:9]1[C:18]1[CH:19]=[N:20][N:21]([C:23]([O:25][C:26]([CH3:29])([CH3:28])[CH3:27])=[O:24])[CH:22]=1)=[O:7])([CH3:4])([CH3:3])[CH3:2].[O:30]1[CH2:35][CH2:34][N:33]([CH2:36][C:37]2[CH:43]=[CH:42][C:40]([NH2:41])=[CH:39][CH:38]=2)[CH2:32][CH2:31]1.C(OC(N1C=C(C2N(C(OC(C)(C)C)=O)C3C=C(NC4C=CC(C(=O)N(C)C)=CC=4)N=CC=3C=2)C=N1)=O)(C)(C)C, predict the reaction product. The product is: [C:26]([O:25][C:23]([N:21]1[CH:22]=[C:18]([C:9]2[N:8]([C:6]([O:5][C:1]([CH3:4])([CH3:3])[CH3:2])=[O:7])[C:16]3[CH:15]=[C:14]([NH:41][C:40]4[CH:39]=[CH:38][C:37]([CH2:36][N:33]5[CH2:32][CH2:31][O:30][CH2:35][CH2:34]5)=[CH:43][CH:42]=4)[N:13]=[CH:12][C:11]=3[CH:10]=2)[CH:19]=[N:20]1)=[O:24])([CH3:29])([CH3:28])[CH3:27]. (8) Given the reactants [Na].CCO.[C:5]([NH:8][CH:9]([C:15]([O:17][CH2:18][CH3:19])=[O:16])[C:10]([O:12][CH2:13][CH3:14])=[O:11])(=[O:7])[CH3:6].Br[CH2:21][C:22]([C:24]1[CH:29]=[CH:28][C:27]([O:30][C:31]2[CH:36]=[CH:35][C:34]([C:37]3[S:38][C:39]([CH3:42])=[CH:40][N:41]=3)=[CH:33][CH:32]=2)=[CH:26][CH:25]=1)=[O:23], predict the reaction product. The product is: [C:5]([NH:8][C:9]([CH2:21][C:22]([C:24]1[CH:29]=[CH:28][C:27]([O:30][C:31]2[CH:36]=[CH:35][C:34]([C:37]3[S:38][C:39]([CH3:42])=[CH:40][N:41]=3)=[CH:33][CH:32]=2)=[CH:26][CH:25]=1)=[O:23])([C:15]([O:17][CH2:18][CH3:19])=[O:16])[C:10]([O:12][CH2:13][CH3:14])=[O:11])(=[O:7])[CH3:6].